Dataset: Reaction yield outcomes from USPTO patents with 853,638 reactions. Task: Predict the reaction yield, written as a fraction of the theoretical maximum amount of product (1.0 means a 100% yield; for example, 0.34 means a 34% yield). (1) The reactants are [CH3:1][C:2]1([C:18]2[CH:23]=[CH:22][CH:21]=[CH:20][N:19]=2)[NH:6][C:5](=[O:7])[N:4]([CH2:8][C:9](=[O:16])[C:10]2[CH:15]=[CH:14][CH:13]=[CH:12][CH:11]=2)[C:3]1=[O:17].[CH3:24]I. No catalyst specified. The product is [CH3:24][N:6]1[C:2]([CH3:1])([C:18]2[CH:23]=[CH:22][CH:21]=[CH:20][N:19]=2)[C:3](=[O:17])[N:4]([CH2:8][C:9](=[O:16])[C:10]2[CH:15]=[CH:14][CH:13]=[CH:12][CH:11]=2)[C:5]1=[O:7]. The yield is 0.620. (2) The reactants are [Br:1][C:2]1[CH:3]=[CH:4][C:5]([C:8]([NH:10][CH2:11][CH:12]=[O:13])=O)=[N:6][CH:7]=1.P(C1C=CC=CC=1)(C1C=CC=CC=1)(C1C=CC=CC=1)=O. The catalyst is C1(C)C=CC=CC=1. The product is [Br:1][C:2]1[CH:3]=[CH:4][C:5]([C:8]2[O:13][CH:12]=[CH:11][N:10]=2)=[N:6][CH:7]=1. The yield is 0.500. (3) The reactants are [CH3:1][C:2]1[CH:7]=[C:6](B(O)O)[CH:5]=[CH:4][N:3]=1.Br[C:12]1[CH:13]=[C:14]([NH:19][C:20](=[O:37])[C@@H:21]([NH:29][C:30](=[O:36])[O:31][C:32]([CH3:35])([CH3:34])[CH3:33])[CH2:22][C:23]2[CH:28]=[CH:27][CH:26]=[CH:25][CH:24]=2)[CH:15]=[C:16]([Cl:18])[CH:17]=1.[F-].[Cs+].COCCOC. The catalyst is C1C=CC([P]([Pd]([P](C2C=CC=CC=2)(C2C=CC=CC=2)C2C=CC=CC=2)([P](C2C=CC=CC=2)(C2C=CC=CC=2)C2C=CC=CC=2)[P](C2C=CC=CC=2)(C2C=CC=CC=2)C2C=CC=CC=2)(C2C=CC=CC=2)C2C=CC=CC=2)=CC=1. The product is [Cl:18][C:16]1[CH:15]=[C:14]([NH:19][C:20](=[O:37])[C@@H:21]([NH:29][C:30](=[O:36])[O:31][C:32]([CH3:33])([CH3:35])[CH3:34])[CH2:22][C:23]2[CH:28]=[CH:27][CH:26]=[CH:25][CH:24]=2)[CH:13]=[C:12]([C:6]2[CH:5]=[CH:4][N:3]=[C:2]([CH3:1])[CH:7]=2)[CH:17]=1. The yield is 0.660. (4) The reactants are [NH2:1][CH2:2][C:3]1[CH:8]=[CH:7][C:6]([NH2:9])=[C:5]([Cl:10])[CH:4]=1.[C:11](O[C:11]([O:13][C:14]([CH3:17])([CH3:16])[CH3:15])=[O:12])([O:13][C:14]([CH3:17])([CH3:16])[CH3:15])=[O:12]. The catalyst is ClCCl. The product is [C:14]([O:13][C:11]([NH:1][CH2:2][C:3]1[CH:8]=[CH:7][C:6]([NH2:9])=[C:5]([Cl:10])[CH:4]=1)=[O:12])([CH3:17])([CH3:16])[CH3:15]. The yield is -1.00. (5) The reactants are [Br:1][C:2]1[CH:9]=[CH:8][C:5]([C:6]#[N:7])=[CH:4][CH:3]=1.[N+:10]([O-])([OH:12])=[O:11]. The catalyst is OS(O)(=O)=O. The product is [Br:1][C:2]1[CH:9]=[CH:8][C:5]([C:6]#[N:7])=[CH:4][C:3]=1[N+:10]([O-:12])=[O:11]. The yield is 0.560. (6) The reactants are Cl[C:2]1[N:7]=[C:6](Cl)[CH:5]=[C:4]([C:9]2[CH:14]=[CH:13][CH:12]=[CH:11][C:10]=2[O:15][CH2:16][CH2:17][CH:18]([CH3:20])[CH3:19])[N:3]=1.[OH:21][C:22]1[CH:27]=[CH:26][C:25](B(O)O)=[CH:24][CH:23]=1.C1C=CC(P(C2C=CC=CC=2)C2C=CC=CC=2)=CC=1.C([O-])([O-])=[O:51].[Na+].[Na+]. The catalyst is C1COCC1.CC([O-])=O.CC([O-])=O.[Pd+2]. The product is [OH:21][C:22]1[CH:27]=[CH:26][C:25]([C:6]2[CH:5]=[C:4]([C:9]3[CH:14]=[CH:13][CH:12]=[CH:11][C:10]=3[O:15][CH2:16][CH2:17][CH:18]([CH3:20])[CH3:19])[NH:3][C:2](=[O:51])[N:7]=2)=[CH:24][CH:23]=1. The yield is 0.300. (7) The reactants are C([NH:8][C@H:9]1[C@@H:14]([CH2:15][OH:16])[CH2:13][CH2:12][N:11]([C:17]([O:19][C:20]([CH3:23])([CH3:22])[CH3:21])=[O:18])[CH2:10]1)C1C=CC=CC=1. The catalyst is C(O)C.[Pd]. The product is [NH2:8][C@H:9]1[C@@H:14]([CH2:15][OH:16])[CH2:13][CH2:12][N:11]([C:17]([O:19][C:20]([CH3:23])([CH3:22])[CH3:21])=[O:18])[CH2:10]1. The yield is 0.890. (8) The reactants are [NH2:1][C:2]1[S:3]/[C:4](=[CH:8]\[C:9]2[CH:14]=[C:13]([O:15][CH3:16])[C:12]([OH:17])=[C:11]([Cl:18])[CH:10]=2)/[C:5](=[O:7])[N:6]=1.Br[CH2:20][C:21]([C:23]1[CH:28]=[CH:27][C:26]([NH:29][C:30](=[O:32])[CH3:31])=[CH:25][CH:24]=1)=O. No catalyst specified. The product is [Cl:18][C:11]1[CH:10]=[C:9](/[CH:8]=[C:4]2/[C:5](=[O:7])[N:6]3[CH:20]=[C:21]([C:23]4[CH:28]=[CH:27][C:26]([NH:29][C:30](=[O:32])[CH3:31])=[CH:25][CH:24]=4)[N:1]=[C:2]3[S:3]/2)[CH:14]=[C:13]([O:15][CH3:16])[C:12]=1[OH:17]. The yield is 0.440.